Dataset: Reaction yield outcomes from USPTO patents with 853,638 reactions. Task: Predict the reaction yield, written as a fraction of the theoretical maximum amount of product (1.0 means a 100% yield; for example, 0.34 means a 34% yield). (1) The reactants are [Br:1][C:2]1[N:3]=[C:4]([CH:8]=O)[N:5]([CH3:7])[CH:6]=1.[Cl-].[CH3:11][C:12]1[N:16]2[N:17]=[C:18]([CH2:21][P+](C3C=CC=CC=3)(C3C=CC=CC=3)C3C=CC=CC=3)[CH:19]=[CH:20][C:15]2=[N:14][C:13]=1[C:41]([F:44])([F:43])[F:42]. No catalyst specified. The product is [Br:1][C:2]1[N:3]=[C:4](/[CH:8]=[CH:21]/[C:18]2[CH:19]=[CH:20][C:15]3[N:16]([C:12]([CH3:11])=[C:13]([C:41]([F:43])([F:42])[F:44])[N:14]=3)[N:17]=2)[N:5]([CH3:7])[CH:6]=1. The yield is 0.520. (2) The reactants are [O:1]1[C:5]2[CH:6]=[CH:7][C:8]([C:10]3[C:19]([F:20])=[C:18](Cl)[C:17]4[C:12](=[CH:13][CH:14]=[CH:15][CH:16]=4)[N:11]=3)=[CH:9][C:4]=2[O:3][CH2:2]1.C([Li])CCC.[I:27]I. The catalyst is O1CCCC1.O. The product is [O:1]1[C:5]2[CH:6]=[CH:7][C:8]([C:10]3[C:19]([F:20])=[C:18]([I:27])[C:17]4[C:12](=[CH:13][CH:14]=[CH:15][CH:16]=4)[N:11]=3)=[CH:9][C:4]=2[O:3][CH2:2]1. The yield is 0.480.